Dataset: Reaction yield outcomes from USPTO patents with 853,638 reactions. Task: Predict the reaction yield, written as a fraction of the theoretical maximum amount of product (1.0 means a 100% yield; for example, 0.34 means a 34% yield). (1) The reactants are [C:1]([O:5][C:6]([N:8]([CH2:10][C:11]1[CH:16]=[CH:15][CH:14]=[CH:13][CH:12]=1)[NH2:9])=[O:7])([CH3:4])([CH3:3])[CH3:2].[CH3:17][C:18]1[C:23]([CH3:24])=[CH:22][CH:21]=[CH:20][C:19]=1B(O)O.C(N(CC)CC)C. The catalyst is ClCCCl.C([O-])(=O)C.[Cu+2].C([O-])(=O)C. The product is [C:1]([O:5][C:6]([N:8]([CH2:10][C:11]1[CH:16]=[CH:15][CH:14]=[CH:13][CH:12]=1)[NH:9][C:19]1[CH:20]=[CH:21][CH:22]=[C:23]([CH3:24])[C:18]=1[CH3:17])=[O:7])([CH3:4])([CH3:2])[CH3:3]. The yield is 0.390. (2) The reactants are N1C=CN=C1[C@@H]1CCCN1C(OC(C)(C)C)=O.[I:18][C:19]1[N:20]=[C:21]([C@@H:25]2[CH2:29][CH2:28][CH2:27][N:26]2[C:30]([O:32][C:33]([CH3:36])([CH3:35])[CH3:34])=[O:31])[NH:22][C:23]=1I.P(C(C)(C)C)(C(C)(C)C)C(C)(C)C.N1CCCCC1. The catalyst is CN(C=O)C.[Cu]I. The product is [I:18][C:19]1[N:20]=[C:21]([C@@H:25]2[CH2:29][CH2:28][CH2:27][N:26]2[C:30]([O:32][C:33]([CH3:36])([CH3:35])[CH3:34])=[O:31])[NH:22][CH:23]=1. The yield is 0.500.